From a dataset of Catalyst prediction with 721,799 reactions and 888 catalyst types from USPTO. Predict which catalyst facilitates the given reaction. Reactant: Cl[CH2:2][C:3]1[C:4]([CH3:10])=[N:5][CH:6]=[CH:7][C:8]=1[CH3:9].[N-:11]=[N+:12]=[N-:13].[Li+].C(OCC)(=O)C. Product: [N:11]([CH2:2][C:3]1[C:4]([CH3:10])=[N:5][CH:6]=[CH:7][C:8]=1[CH3:9])=[N+:12]=[N-:13]. The catalyst class is: 9.